Predict the reactants needed to synthesize the given product. From a dataset of Full USPTO retrosynthesis dataset with 1.9M reactions from patents (1976-2016). (1) Given the product [C:46]([O:54][C:55]1[CH:56]=[C:57]([CH:60]=[CH:61][C:62]=1[F:63])[CH2:58][N:40]([C:37]1[CH:36]=[CH:35][C:34]([C:32]#[N:33])=[CH:39][CH:38]=1)[N:41]1[CH:42]=[N:43][N:44]=[CH:45]1)(=[O:53])[C:47]1[CH:52]=[CH:51][CH:50]=[CH:49][CH:48]=1, predict the reactants needed to synthesize it. The reactants are: C(OC1C=C(C=CC=1)CN(C1C=CC(C#N)=CC=1)N1C=NN=C1)C1C=CC=CC=1.[H-].[Na+].[C:32]([C:34]1[CH:39]=[CH:38][C:37]([NH:40][N:41]2[CH:45]=[N:44][N:43]=[CH:42]2)=[CH:36][CH:35]=1)#[N:33].[C:46]([O:54][C:55]1[CH:56]=[C:57]([CH:60]=[CH:61][C:62]=1[F:63])[CH2:58]Br)(=[O:53])[C:47]1[CH:52]=[CH:51][CH:50]=[CH:49][CH:48]=1. (2) Given the product [NH:1]([C:9]1[N:13]([C@H:14]2[O:26][C@@H:25]([CH2:27][OH:28])[C@H:20]([OH:21])[C@@H:15]2[OH:16])[C:12]2[CH:32]=[C:33]([Cl:37])[C:34]([Cl:36])=[CH:35][C:11]=2[N:10]=1)[C:2]1[CH:7]=[CH:6][CH:5]=[CH:4][CH:3]=1, predict the reactants needed to synthesize it. The reactants are: [NH2:1][C:2]1[CH:7]=[CH:6][CH:5]=[CH:4][CH:3]=1.Br[C:9]1[N:13]([C@H:14]2[O:26][C@@H:25]([CH2:27][O:28]C(=O)C)[C@H:20]([O:21]C(=O)C)[C@@H:15]2[O:16]C(=O)C)[C:12]2[CH:32]=[C:33]([Cl:37])[C:34]([Cl:36])=[CH:35][C:11]=2[N:10]=1.C(O)C. (3) Given the product [CH3:29][O:30][C:31]([C:33]1[N:37]=[CH:36][N:35]([CH:5]2[CH:9]([O:10][C:11](=[O:18])[C:12]3[CH:13]=[CH:14][CH:15]=[CH:16][CH:17]=3)[CH2:8][CH:7]([O:19][CH2:20][P:21]([O:23][CH2:24][CH3:25])([O:26][CH2:27][CH3:28])=[O:22])[O:6]2)[N:34]=1)=[O:32], predict the reactants needed to synthesize it. The reactants are: C(O[CH:5]1[CH:9]([O:10][C:11](=[O:18])[C:12]2[CH:17]=[CH:16][CH:15]=[CH:14][CH:13]=2)[CH2:8][CH:7]([O:19][CH2:20][P:21]([O:26][CH2:27][CH3:28])([O:23][CH2:24][CH3:25])=[O:22])[O:6]1)(=O)C.[CH3:29][O:30][C:31]([C:33]1[N:37]=[CH:36][NH:35][N:34]=1)=[O:32].[N+](C1C=CC(OP([O-])(OC2C=CC([N+]([O-])=O)=CC=2)=O)=CC=1)([O-])=O. (4) Given the product [C:25]([N:9]1[C:8]2[CH:18]=[C:4]([N+:1]([O-:3])=[O:2])[CH:5]=[CH:6][C:7]=2[O:12][CH:11]([CH2:13][C:14]([O:16][CH3:17])=[O:15])[CH2:10]1)(=[O:32])[C:26]1[CH:31]=[CH:30][CH:29]=[CH:28][CH:27]=1, predict the reactants needed to synthesize it. The reactants are: [N+:1]([C:4]1[CH:5]=[CH:6][C:7]2[O:12][CH:11]([CH2:13][C:14]([O:16][CH3:17])=[O:15])[CH2:10][NH:9][C:8]=2[CH:18]=1)([O-:3])=[O:2].C(=O)([O-])[O-].[Na+].[Na+].[C:25](Cl)(=[O:32])[C:26]1[CH:31]=[CH:30][CH:29]=[CH:28][CH:27]=1. (5) The reactants are: [C:1]([C:4]1[CH2:8][CH2:7][CH:6]([OH:9])[CH:5]=1)([CH3:3])=[CH2:2].[C:10]([O:13][CH:14]=[CH2:15])(=[O:12])[CH3:11]. Given the product [C:1]([C:4]1[CH2:8][CH2:7][C@H:6]([OH:9])[CH:5]=1)([CH3:3])=[CH2:2].[C:1]([C:4]1[CH2:5][CH2:6][C@@H:14]([O:13][C:10](=[O:12])[CH3:11])[CH:15]=1)([CH3:3])=[CH2:2], predict the reactants needed to synthesize it. (6) Given the product [C:31]([O:30][C:29]([NH:28][C@@H:23]1[C@H:22]([NH:21][C:4]2[N:3]=[C:2]([Cl:1])[C:7]3[C:8](=[O:18])[N:9]([C:11]([O:13][C:14]([CH3:17])([CH3:16])[CH3:15])=[O:12])[CH2:10][C:6]=3[C:5]=2[F:19])[CH2:27][CH2:26][O:25][CH2:24]1)=[O:35])([CH3:34])([CH3:32])[CH3:33], predict the reactants needed to synthesize it. The reactants are: [Cl:1][C:2]1[C:7]2[C:8](=[O:18])[N:9]([C:11]([O:13][C:14]([CH3:17])([CH3:16])[CH3:15])=[O:12])[CH2:10][C:6]=2[C:5]([F:19])=[C:4](Cl)[N:3]=1.[NH2:21][C@@H:22]1[CH2:27][CH2:26][O:25][CH2:24][C@@H:23]1[NH:28][C:29](=[O:35])[O:30][C:31]([CH3:34])([CH3:33])[CH3:32].C(N(C(C)C)CC)(C)C. (7) The reactants are: [CH3:1][C:2]1[CH:8]=[CH:7][C:5]([NH2:6])=[CH:4][C:3]=1[N+:9]([O-:11])=[O:10].[CH2:12]([S:15](Cl)(=[O:17])=[O:16])[CH2:13][CH3:14]. Given the product [CH3:1][C:2]1[CH:8]=[CH:7][C:5]([NH:6][S:15]([CH2:12][CH2:13][CH3:14])(=[O:17])=[O:16])=[CH:4][C:3]=1[N+:9]([O-:11])=[O:10], predict the reactants needed to synthesize it.